Dataset: Carcinogenicity classification data from Lagunin et al.. Task: Regression/Classification. Given a drug SMILES string, predict its toxicity properties. Task type varies by dataset: regression for continuous values (e.g., LD50, hERG inhibition percentage) or binary classification for toxic/non-toxic outcomes (e.g., AMES mutagenicity, cardiotoxicity, hepatotoxicity). Dataset: carcinogens_lagunin. (1) The drug is O=S(=O)(O)c1cc(S(=O)(=O)O)c2c(/N=N/c3ccccc3)c(O)ccc2c1. The result is 1 (carcinogenic). (2) The compound is C[C@H]1[C@H]2[C@H](C[C@H]3[C@@H]4CC[C@H]5C[C@@H](O)CC[C@]5(C)[C@H]4CC(=O)[C@@]32C)O[C@]12CC[C@@H](C)CO2. The result is 0 (non-carcinogenic). (3) The molecule is CC/N=c1\cc2oc3cc(NCC)c(C)cc3c(-c3ccccc3C(=O)OCC)c-2cc1C. The result is 1 (carcinogenic).